Dataset: NCI-60 drug combinations with 297,098 pairs across 59 cell lines. Task: Regression. Given two drug SMILES strings and cell line genomic features, predict the synergy score measuring deviation from expected non-interaction effect. (1) Drug 2: CC1=CC=C(C=C1)C2=CC(=NN2C3=CC=C(C=C3)S(=O)(=O)N)C(F)(F)F. Synergy scores: CSS=31.5, Synergy_ZIP=-1.51, Synergy_Bliss=1.21, Synergy_Loewe=-1.74, Synergy_HSA=2.08. Cell line: CCRF-CEM. Drug 1: C1CCC(CC1)NC(=O)N(CCCl)N=O. (2) Drug 1: C1=CN(C=N1)CC(O)(P(=O)(O)O)P(=O)(O)O. Drug 2: CCN(CC)CCCC(C)NC1=C2C=C(C=CC2=NC3=C1C=CC(=C3)Cl)OC. Cell line: OVCAR-4. Synergy scores: CSS=2.95, Synergy_ZIP=-0.890, Synergy_Bliss=-0.281, Synergy_Loewe=-9.02, Synergy_HSA=-2.74. (3) Drug 1: COC1=C(C=C2C(=C1)N=CN=C2NC3=CC(=C(C=C3)F)Cl)OCCCN4CCOCC4. Drug 2: C1=CC(=CC=C1CC(C(=O)O)N)N(CCCl)CCCl.Cl. Cell line: KM12. Synergy scores: CSS=11.2, Synergy_ZIP=-7.39, Synergy_Bliss=-9.75, Synergy_Loewe=-6.52, Synergy_HSA=-5.35. (4) Drug 1: CN1CCC(CC1)COC2=C(C=C3C(=C2)N=CN=C3NC4=C(C=C(C=C4)Br)F)OC. Drug 2: CN(C(=O)NC(C=O)C(C(C(CO)O)O)O)N=O. Cell line: HL-60(TB). Synergy scores: CSS=-4.60, Synergy_ZIP=1.26, Synergy_Bliss=-14.8, Synergy_Loewe=-20.5, Synergy_HSA=-22.0. (5) Drug 1: CCCCCOC(=O)NC1=NC(=O)N(C=C1F)C2C(C(C(O2)C)O)O. Drug 2: C1=CC=C(C(=C1)C(C2=CC=C(C=C2)Cl)C(Cl)Cl)Cl. Cell line: SNB-75. Synergy scores: CSS=-2.32, Synergy_ZIP=6.23, Synergy_Bliss=3.20, Synergy_Loewe=1.14, Synergy_HSA=2.03. (6) Drug 1: CN(C)N=NC1=C(NC=N1)C(=O)N. Drug 2: C1CC(C1)(C(=O)O)C(=O)O.[NH2-].[NH2-].[Pt+2]. Cell line: NCI/ADR-RES. Synergy scores: CSS=4.51, Synergy_ZIP=-5.12, Synergy_Bliss=-6.48, Synergy_Loewe=-10.1, Synergy_HSA=-7.04. (7) Drug 1: CC1=C(C=C(C=C1)NC2=NC=CC(=N2)N(C)C3=CC4=NN(C(=C4C=C3)C)C)S(=O)(=O)N.Cl. Drug 2: CC(CN1CC(=O)NC(=O)C1)N2CC(=O)NC(=O)C2. Cell line: HOP-92. Synergy scores: CSS=10.0, Synergy_ZIP=-5.48, Synergy_Bliss=-4.08, Synergy_Loewe=-4.64, Synergy_HSA=-2.93. (8) Drug 1: C1=CC(=C2C(=C1NCCNCCO)C(=O)C3=C(C=CC(=C3C2=O)O)O)NCCNCCO. Drug 2: C1CCC(CC1)NC(=O)N(CCCl)N=O. Cell line: SF-295. Synergy scores: CSS=63.7, Synergy_ZIP=-12.2, Synergy_Bliss=-11.8, Synergy_Loewe=-11.0, Synergy_HSA=-6.50.